Dataset: Peptide-MHC class I binding affinity with 185,985 pairs from IEDB/IMGT. Task: Regression. Given a peptide amino acid sequence and an MHC pseudo amino acid sequence, predict their binding affinity value. This is MHC class I binding data. The peptide sequence is LYDAVAALF. The MHC is HLA-C05:01 with pseudo-sequence HLA-C05:01. The binding affinity (normalized) is 0.603.